Task: Predict the reaction yield, written as a fraction of the theoretical maximum amount of product (1.0 means a 100% yield; for example, 0.34 means a 34% yield).. Dataset: Reaction yield outcomes from USPTO patents with 853,638 reactions (1) The reactants are [CH3:1][N:2]([CH3:15])[CH2:3][CH2:4][O:5][C:6]1[CH:7]=[N:8][C:9]([N+:12]([O-])=O)=[CH:10][CH:11]=1. The catalyst is [Pd].CO. The product is [CH3:1][N:2]([CH3:15])[CH2:3][CH2:4][O:5][C:6]1[CH:11]=[CH:10][C:9]([NH2:12])=[N:8][CH:7]=1. The yield is 0.830. (2) The reactants are [CH2:1]([O:8][C:9]1[CH:16]=[CH:15][C:12]([CH:13]=[O:14])=[C:11]([F:17])[CH:10]=1)[C:2]1[CH:7]=[CH:6][CH:5]=[CH:4][CH:3]=1.[BH4-].[Na+]. The catalyst is CO.ClCCl. The product is [CH2:1]([O:8][C:9]1[CH:16]=[CH:15][C:12]([CH2:13][OH:14])=[C:11]([F:17])[CH:10]=1)[C:2]1[CH:3]=[CH:4][CH:5]=[CH:6][CH:7]=1. The yield is 0.950. (3) The reactants are [N:1]([C:4]1[CH:9]=[CH:8][CH:7]=[C:6]([Cl:10])[CH:5]=1)=[N+:2]=[N-:3].[CH2:11]([OH:14])[C:12]#[CH:13].O=C1O[C@H]([C@H](CO)O)C([O-])=C1O.[Na+]. The catalyst is C(O)(C)(C)C.O.CCOC(C)=O.O.O.O.O.O.S([O-])([O-])(=O)=O.[Cu+2]. The product is [Cl:10][C:6]1[CH:5]=[C:4]([N:1]2[CH:13]=[C:12]([CH2:11][OH:14])[N:3]=[N:2]2)[CH:9]=[CH:8][CH:7]=1. The yield is 0.420. (4) The reactants are [C:1]1([CH2:7][CH2:8][C:9]([N:11]2[CH2:16][CH2:15][C:14](=O)[CH2:13][CH2:12]2)=[O:10])[CH:6]=[CH:5][CH:4]=[CH:3][CH:2]=1.C([O-])(=O)C.[NH4+].C([BH3-])#[N:24].[Na+]. The catalyst is CO. The product is [C:1]1([CH2:7][CH2:8][C:9]([N:11]2[CH2:16][CH2:15][CH:14]([NH2:24])[CH2:13][CH2:12]2)=[O:10])[CH:6]=[CH:5][CH:4]=[CH:3][CH:2]=1. The yield is 0.470.